Dataset: NCI-60 drug combinations with 297,098 pairs across 59 cell lines. Task: Regression. Given two drug SMILES strings and cell line genomic features, predict the synergy score measuring deviation from expected non-interaction effect. Drug 1: CC1=C(C(=CC=C1)Cl)NC(=O)C2=CN=C(S2)NC3=CC(=NC(=N3)C)N4CCN(CC4)CCO. Drug 2: CC1C(C(CC(O1)OC2CC(CC3=C2C(=C4C(=C3O)C(=O)C5=CC=CC=C5C4=O)O)(C(=O)C)O)N)O. Cell line: BT-549. Synergy scores: CSS=41.7, Synergy_ZIP=4.42, Synergy_Bliss=6.05, Synergy_Loewe=2.42, Synergy_HSA=5.35.